From a dataset of Catalyst prediction with 721,799 reactions and 888 catalyst types from USPTO. Predict which catalyst facilitates the given reaction. (1) Reactant: [C:1]([O:5][C:6](=[O:38])[CH2:7][O:8][C:9]1[C:14]2[CH2:15][CH2:16][CH2:17][CH2:18][CH:19]([NH:20][S:21]([C:24]3[CH:29]=[CH:28][C:27]([C:30]4[CH:35]=[CH:34][CH:33]=[C:32]([S:36][CH3:37])[CH:31]=4)=[CH:26][CH:25]=3)(=[O:23])=[O:22])[C:13]=2[CH:12]=[CH:11][CH:10]=1)([CH3:4])([CH3:3])[CH3:2].CI.[C:41]([O-])([O-])=O.[K+].[K+]. Product: [C:1]([O:5][C:6](=[O:38])[CH2:7][O:8][C:9]1[C:14]2[CH2:15][CH2:16][CH2:17][CH2:18][CH:19]([N:20]([CH3:41])[S:21]([C:24]3[CH:25]=[CH:26][C:27]([C:30]4[CH:35]=[CH:34][CH:33]=[C:32]([S:36][CH3:37])[CH:31]=4)=[CH:28][CH:29]=3)(=[O:23])=[O:22])[C:13]=2[CH:12]=[CH:11][CH:10]=1)([CH3:4])([CH3:3])[CH3:2]. The catalyst class is: 3. (2) Reactant: [N+:1]([C:4]1[CH:12]=[CH:11][C:10]([S:13][S:13][C:10]2[CH:11]=[CH:12][C:4]([N+:1]([O-:3])=[O:2])=[C:5]([CH:9]=2)[C:6]([OH:8])=[O:7])=[CH:9][C:5]=1[C:6]([OH:8])=[O:7])([O-:3])=[O:2].[BH4-].[Na+].Cl. Product: [SH:13][C:10]1[CH:11]=[CH:12][C:4]([N+:1]([O-:3])=[O:2])=[C:5]([CH:9]=1)[C:6]([OH:8])=[O:7]. The catalyst class is: 40. (3) Product: [F:19][C:20]1[C:21]([O:13][CH2:14][C@:15]2([CH3:18])[CH2:17][O:16]2)=[C:22]([CH2:27][C:28]([O:30][CH3:31])=[O:29])[CH:23]=[CH:24][C:25]=1[F:26]. Reactant: [N+](C1C=C(S([O:13][CH2:14][C@:15]2([CH3:18])[CH2:17][O:16]2)(=O)=O)C=CC=1)([O-])=O.[F:19][C:20]1[C:21](O)=[C:22]([CH2:27][C:28]([O:30][CH3:31])=[O:29])[CH:23]=[CH:24][C:25]=1[F:26].C([O-])([O-])=O.[Cs+].[Cs+]. The catalyst class is: 3. (4) Reactant: [H-].[Na+].[Cl:3][C:4]1[CH:9]=[C:8]([Cl:10])[N:7]=[CH:6][C:5]=1[CH2:11][C:12]#[N:13].Br[CH2:15][CH2:16]Cl. Product: [Cl:3][C:4]1[CH:9]=[C:8]([Cl:10])[N:7]=[CH:6][C:5]=1[C:11]1([C:12]#[N:13])[CH2:16][CH2:15]1. The catalyst class is: 1. (5) Reactant: [Cl:1][C:2]1[C:11]2[C:6](=[CH:7][C:8]([O:14][CH2:15][C:16]3[CH:21]=[CH:20][N:19]=[CH:18][CH:17]=3)=[C:9]([O:12][CH3:13])[CH:10]=2)[N:5]=[CH:4][N:3]=1.[F:22][C:23]1[CH:29]=[C:28]([CH3:30])[C:27]([OH:31])=[CH:26][C:24]=1[NH2:25].Cl. Product: [ClH:1].[F:22][C:23]1[CH:29]=[C:28]([CH3:30])[C:27]([OH:31])=[CH:26][C:24]=1[NH:25][C:2]1[C:11]2[C:6](=[CH:7][C:8]([O:14][CH2:15][C:16]3[CH:21]=[CH:20][N:19]=[CH:18][CH:17]=3)=[C:9]([O:12][CH3:13])[CH:10]=2)[N:5]=[CH:4][N:3]=1. The catalyst class is: 32. (6) Reactant: [CH3:1][C:2]1[C:10]2[C:5](=[CH:6][CH:7]=[CH:8][CH:9]=2)[NH:4][C:3]=1[C:11]#[N:12].F[C:14]1[CH:21]=[CH:20][CH:19]=[CH:18][C:15]=1[C:16]#[N:17].C([O-])([O-])=O.[Cs+].[Cs+].O. Product: [C:16]([C:15]1[CH:18]=[CH:19][CH:20]=[CH:21][C:14]=1[N:4]1[C:5]2[C:10](=[CH:9][CH:8]=[CH:7][CH:6]=2)[C:2]([CH3:1])=[C:3]1[C:11]#[N:12])#[N:17]. The catalyst class is: 3.